From a dataset of Reaction yield outcomes from USPTO patents with 853,638 reactions. Predict the reaction yield, written as a fraction of the theoretical maximum amount of product (1.0 means a 100% yield; for example, 0.34 means a 34% yield). (1) The reactants are CC(O)=O.[C:5]([O:8][C@@H:9]1[C@@H:14]([O:15][C:16](=[O:18])[CH3:17])[C@H:13]([O:19][C:20](=[O:22])[CH3:21])[CH2:12][O:11][C@@H:10]1[CH2:23][CH2:24][CH2:25][CH2:26][O:27][C:28]1[CH:33]=[C:32]([CH3:34])[C:31]([NH:35][C:36]([CH:38]2[C:43]([CH3:45])([CH3:44])[CH2:42][O:41]C(C)(C)[O:39]2)=[O:37])=[C:30]([CH3:48])[CH:29]=1)(=[O:7])[CH3:6]. The catalyst is O. The product is [OH:39][CH:38]([C:43]([CH3:45])([CH3:44])[CH2:42][OH:41])[C:36]([NH:35][C:31]1[C:30]([CH3:48])=[CH:29][C:28]([O:27][CH2:26][CH2:25][CH2:24][CH2:23][C@H:10]2[O:11][CH2:12][C@@H:13]([O:19][C:20](=[O:22])[CH3:21])[C@H:14]([O:15][C:16](=[O:18])[CH3:17])[C@H:9]2[O:8][C:5](=[O:7])[CH3:6])=[CH:33][C:32]=1[CH3:34])=[O:37]. The yield is 0.950. (2) The reactants are [CH2:1]([O:8][C:9]1[N:10]=[N:11][C:12](Cl)=[CH:13][C:14]=1[O:15][CH2:16][C:17]1[CH:22]=[CH:21][CH:20]=[CH:19][CH:18]=1)[C:2]1[CH:7]=[CH:6][CH:5]=[CH:4][CH:3]=1.[C:24]([Si:26]([CH3:29])([CH3:28])[CH3:27])#[CH:25].C1CCN2C(=NCCC2)CC1. The catalyst is O1CCCC1.C(OCC)(=O)C.Cl[Pd](Cl)([P](C1C=CC=CC=1)(C1C=CC=CC=1)C1C=CC=CC=1)[P](C1C=CC=CC=1)(C1C=CC=CC=1)C1C=CC=CC=1.[Cu]I. The product is [CH2:1]([O:8][C:9]1[N:10]=[N:11][C:12]([C:25]#[C:24][Si:26]([CH3:29])([CH3:28])[CH3:27])=[CH:13][C:14]=1[O:15][CH2:16][C:17]1[CH:22]=[CH:21][CH:20]=[CH:19][CH:18]=1)[C:2]1[CH:7]=[CH:6][CH:5]=[CH:4][CH:3]=1. The yield is 0.700. (3) The reactants are [C:1]([C:5]1[CH:6]=[C:7]2[C:11](=[C:12]([C:16]3[CH:21]=[CH:20][CH:19]=[CH:18][CH:17]=3)[C:13]=1[O:14][CH3:15])[CH2:10][C:9]([CH3:22])=[CH:8]2)([CH3:4])([CH3:3])[CH3:2].[Li]CCCC.C1COCC1.[Cl:33][Si:34](Cl)([CH3:36])[CH3:35]. The catalyst is C1(C)C=CC=CC=1. The product is [C:1]([C:5]1[CH:6]=[C:7]2[C:11]([CH:10]=[C:9]([CH3:22])[CH:8]2[Si:34]([Cl:33])([CH3:36])[CH3:35])=[C:12]([C:16]2[CH:21]=[CH:20][CH:19]=[CH:18][CH:17]=2)[C:13]=1[O:14][CH3:15])([CH3:4])([CH3:2])[CH3:3]. The yield is 0.990. (4) The reactants are [NH2:1][C:2]1[CH:3]=[C:4]2[C:20](=[O:21])[NH:19][N:18]=[CH:17][C:6]3=[C:7]([C:11]4[CH:16]=[CH:15][CH:14]=[CH:13][CH:12]=4)[NH:8][C:9]([CH:10]=1)=[C:5]23.ClC[C:24]1[CH:25]=[C:26]([CH:30]=[CH:31][CH:32]=1)[C:27](O)=[O:28].C(N(CC)CC)C.F[P-](F)(F)(F)(F)F.N1(OC(N(C)C)=[N+](C)C)C2N=CC=CC=2N=N1.C(Cl)[Cl:65].CO. The catalyst is CN(C)C=O. The product is [Cl:65][C:24]1[CH:25]=[C:26]([CH:30]=[CH:31][CH:32]=1)[C:27]([NH:1][C:2]1[CH:3]=[C:4]2[C:20](=[O:21])[NH:19][N:18]=[CH:17][C:6]3=[C:7]([C:11]4[CH:12]=[CH:13][CH:14]=[CH:15][CH:16]=4)[NH:8][C:9]([CH:10]=1)=[C:5]23)=[O:28]. The yield is 0.330. (5) The product is [Cl:1][C:2]1[CH:3]=[C:4]2[C:9](=[CH:10][CH:11]=1)[N:8]=[C:7]([O:12][CH3:13])[C:6]([NH:14][C:15]([N:30]1[CH2:29][CH2:28][N:27]([C:22]3[CH:23]=[CH:24][CH:25]=[CH:26][C:21]=3[Cl:20])[CH2:32][CH2:31]1)=[O:19])=[N:5]2. No catalyst specified. The reactants are [Cl:1][C:2]1[CH:3]=[C:4]2[C:9](=[CH:10][CH:11]=1)[N:8]=[C:7]([O:12][CH3:13])[C:6]([NH:14][C:15](=[O:19])OCC)=[N:5]2.[Cl:20][C:21]1[CH:26]=[CH:25][CH:24]=[CH:23][C:22]=1[N:27]1[CH2:32][CH2:31][NH:30][CH2:29][CH2:28]1. The yield is 0.760. (6) The reactants are [F:1][C:2]1[CH:10]=[C:9]2[C:5]([C:6]([CH2:11][CH3:12])=[CH:7][NH:8]2)=[CH:4][CH:3]=1.[H-].[Na+].[CH3:15][O:16][C:17]1[CH:22]=[CH:21][C:20]([S:23](Cl)(=[O:25])=[O:24])=[CH:19][C:18]=1[N:27]1[CH2:32][CH2:31][N:30]([C:33](=[O:38])[C:34]([Cl:37])([Cl:36])[Cl:35])[CH2:29][CH2:28]1. The catalyst is C1COCC1. The product is [Cl:37][C:34]([Cl:35])([Cl:36])[C:33]([N:30]1[CH2:31][CH2:32][N:27]([C:18]2[CH:19]=[C:20]([S:23]([N:8]3[C:9]4[C:5](=[CH:4][CH:3]=[C:2]([F:1])[CH:10]=4)[C:6]([CH2:11][CH3:12])=[CH:7]3)(=[O:24])=[O:25])[CH:21]=[CH:22][C:17]=2[O:16][CH3:15])[CH2:28][CH2:29]1)=[O:38]. The yield is 0.550. (7) The reactants are [C:1]([O:5][C:6](=[O:39])[CH2:7][CH:8]([NH:15][S:16]([C:19]1[CH:24]=[CH:23][C:22](F)=[CH:21][C:20]=1[O:26][CH2:27][CH2:28][C:29]1[C:38]2[C:33](=[CH:34][CH:35]=[CH:36][CH:37]=2)[CH:32]=[CH:31][CH:30]=1)(=[O:18])=[O:17])[C:9]([N:11]([O:13][CH3:14])[CH3:12])=[O:10])([CH3:4])([CH3:3])[CH3:2].CCOC(C)=O.[NH:46]1[CH2:50][CH2:49][CH2:48][CH2:47]1. No catalyst specified. The product is [C:1]([O:5][C:6](=[O:39])[CH2:7][C@H:8]([NH:15][S:16]([C:19]1[CH:24]=[CH:23][C:22]([N:46]2[CH2:50][CH2:49][CH2:48][CH2:47]2)=[CH:21][C:20]=1[O:26][CH2:27][CH2:28][C:29]1[C:38]2[C:33](=[CH:34][CH:35]=[CH:36][CH:37]=2)[CH:32]=[CH:31][CH:30]=1)(=[O:18])=[O:17])[C:9]([N:11]([O:13][CH3:14])[CH3:12])=[O:10])([CH3:4])([CH3:3])[CH3:2]. The yield is 0.810.